Dataset: Forward reaction prediction with 1.9M reactions from USPTO patents (1976-2016). Task: Predict the product of the given reaction. (1) Given the reactants Cl[C:2]1[C:7]([F:8])=[CH:6][C:5]([O:9][C:10]2[CH:15]=[CH:14][CH:13]=[C:12]([N:16]3[CH2:20][CH2:19][CH2:18][CH2:17]3)[CH:11]=2)=[CH:4][N:3]=1.[F:21][C:22]1[CH:28]=[CH:27][C:25]([NH2:26])=[CH:24][C:23]=1[O:29][CH3:30].C1(P(C2C=CC=CC=2)C2C3OC4C(=CC=CC=4P(C4C=CC=CC=4)C4C=CC=CC=4)C(C)(C)C=3C=CC=2)C=CC=CC=1.C(=O)([O-])[O-].[Cs+].[Cs+], predict the reaction product. The product is: [F:21][C:22]1[CH:28]=[CH:27][C:25]([NH:26][C:2]2[C:7]([F:8])=[CH:6][C:5]([O:9][C:10]3[CH:15]=[CH:14][CH:13]=[C:12]([N:16]4[CH2:20][CH2:19][CH2:18][CH2:17]4)[CH:11]=3)=[CH:4][N:3]=2)=[CH:24][C:23]=1[O:29][CH3:30]. (2) Given the reactants [F:1][C:2]1[CH:7]=[C:6]([F:8])[CH:5]=[CH:4][C:3]=1[C:9]1[N:10]=[C:11]([C@H:14]2[CH2:19][CH2:18][CH2:17][NH:16][CH2:15]2)[O:12][CH:13]=1.[F:20][C:21]1[CH:22]=[C:23]([CH:27]=[CH:28][N:29]=1)[C:24](O)=[O:25], predict the reaction product. The product is: [F:1][C:2]1[CH:7]=[C:6]([F:8])[CH:5]=[CH:4][C:3]=1[C:9]1[N:10]=[C:11]([C@H:14]2[CH2:19][CH2:18][CH2:17][N:16]([C:24]([C:23]3[CH:27]=[CH:28][N:29]=[C:21]([F:20])[CH:22]=3)=[O:25])[CH2:15]2)[O:12][CH:13]=1. (3) Given the reactants [Cl:1][C:2]1[CH:7]=[CH:6][C:5]([CH2:8][N:9]2[CH2:14][CH2:13][NH:12][CH2:11][CH2:10]2)=[CH:4][CH:3]=1.Cl[C:16]1[CH:17]=[CH:18][C:19]2[N:20]([C:22]([C:25]([F:28])([F:27])[F:26])=[N:23][N:24]=2)[N:21]=1, predict the reaction product. The product is: [Cl:1][C:2]1[CH:3]=[CH:4][C:5]([CH2:8][N:9]2[CH2:10][CH2:11][N:12]([C:16]3[CH:17]=[CH:18][C:19]4[N:20]([C:22]([C:25]([F:26])([F:28])[F:27])=[N:23][N:24]=4)[N:21]=3)[CH2:13][CH2:14]2)=[CH:6][CH:7]=1. (4) Given the reactants [C:1]([O:5][C:6]([N:8](C(OC(C)(C)C)=O)[C:9]1[O:17][C:16]2[C:11](=[N:12][CH:13]=[C:14]([CH:18]([CH3:20])[CH3:19])[CH:15]=2)[C:10]=1[C:21]([O:23]CC)=[O:22])=[O:7])([CH3:4])([CH3:3])[CH3:2].[Li+].[OH-].O.CO, predict the reaction product. The product is: [C:1]([O:5][C:6]([NH:8][C:9]1[O:17][C:16]2[C:11](=[N:12][CH:13]=[C:14]([CH:18]([CH3:19])[CH3:20])[CH:15]=2)[C:10]=1[C:21]([OH:23])=[O:22])=[O:7])([CH3:2])([CH3:4])[CH3:3]. (5) Given the reactants [CH2:1]([O:3][C:4]([C:6]1[NH:7][C:8]2[C:13]([CH:14]=1)=[CH:12][C:11]([Br:15])=[CH:10][CH:9]=2)=[O:5])[CH3:2].C(=O)([O-])[O-].[K+].[K+].[CH3:22][O:23][C:24]1[CH:31]=[CH:30][C:27]([CH2:28]Br)=[CH:26][CH:25]=1, predict the reaction product. The product is: [CH2:1]([O:3][C:4]([C:6]1[N:7]([CH2:28][C:27]2[CH:30]=[CH:31][C:24]([O:23][CH3:22])=[CH:25][CH:26]=2)[C:8]2[C:13]([CH:14]=1)=[CH:12][C:11]([Br:15])=[CH:10][CH:9]=2)=[O:5])[CH3:2].